Predict the reactants needed to synthesize the given product. From a dataset of Full USPTO retrosynthesis dataset with 1.9M reactions from patents (1976-2016). Given the product [CH2:6]1[C:5]2([CH2:4][C:3](=[O:12])[CH2:10][C:9](=[O:11])[CH2:8]2)[CH2:7]1, predict the reactants needed to synthesize it. The reactants are: CO[C:3](=[O:12])[CH2:4][C:5]1([CH2:8][C:9](=[O:11])[CH3:10])[CH2:7][CH2:6]1.C[O-].[Na+].